From a dataset of NCI-60 drug combinations with 297,098 pairs across 59 cell lines. Regression. Given two drug SMILES strings and cell line genomic features, predict the synergy score measuring deviation from expected non-interaction effect. (1) Drug 1: COC1=C(C=C2C(=C1)N=CN=C2NC3=CC(=C(C=C3)F)Cl)OCCCN4CCOCC4. Drug 2: C1C(C(OC1N2C=NC3=C(N=C(N=C32)Cl)N)CO)O. Cell line: UO-31. Synergy scores: CSS=29.3, Synergy_ZIP=-2.87, Synergy_Bliss=-3.41, Synergy_Loewe=-0.743, Synergy_HSA=-0.325. (2) Drug 1: CC1=C(C=C(C=C1)C(=O)NC2=CC(=CC(=C2)C(F)(F)F)N3C=C(N=C3)C)NC4=NC=CC(=N4)C5=CN=CC=C5. Drug 2: CCN(CC)CCCC(C)NC1=C2C=C(C=CC2=NC3=C1C=CC(=C3)Cl)OC. Cell line: COLO 205. Synergy scores: CSS=26.6, Synergy_ZIP=2.16, Synergy_Bliss=2.24, Synergy_Loewe=-16.5, Synergy_HSA=-0.335. (3) Drug 1: CC1=CC2C(CCC3(C2CCC3(C(=O)C)OC(=O)C)C)C4(C1=CC(=O)CC4)C. Drug 2: CC(C)NC(=O)C1=CC=C(C=C1)CNNC.Cl. Cell line: PC-3. Synergy scores: CSS=-7.79, Synergy_ZIP=2.50, Synergy_Bliss=-1.45, Synergy_Loewe=-5.64, Synergy_HSA=-5.25. (4) Drug 1: C1C(C(OC1N2C=C(C(=O)NC2=O)F)CO)O. Drug 2: B(C(CC(C)C)NC(=O)C(CC1=CC=CC=C1)NC(=O)C2=NC=CN=C2)(O)O. Cell line: A498. Synergy scores: CSS=27.0, Synergy_ZIP=-5.73, Synergy_Bliss=-4.18, Synergy_Loewe=-4.68, Synergy_HSA=-1.53.